This data is from Full USPTO retrosynthesis dataset with 1.9M reactions from patents (1976-2016). The task is: Predict the reactants needed to synthesize the given product. (1) Given the product [CH3:13][O:14][C:15](=[O:42])[C:16]1[CH:21]=[CH:20][C:19]([CH2:22][O:23][C:24]2[CH:29]=[CH:28][C:27]([S:30][C:31]3[CH:36]=[CH:35][C:34]([NH:37][C:38](=[O:40])[CH3:39])=[CH:33][CH:32]=3)=[C:26]([NH:41][C:2]3[C:3]4[C:8](=[N:7][C:6]([CH2:12][CH2:43][CH3:44])=[CH:5][CH:4]=4)[N:9]=[CH:10][CH:11]=3)[CH:25]=2)=[CH:18][CH:17]=1, predict the reactants needed to synthesize it. The reactants are: Cl[C:2]1[CH:11]=[CH:10][N:9]=[C:8]2[C:3]=1[CH:4]=[CH:5][C:6]([CH3:12])=[N:7]2.[CH3:13][O:14][C:15](=[O:42])[C:16]1[CH:21]=[CH:20][C:19]([CH2:22][O:23][C:24]2[CH:29]=[CH:28][C:27]([S:30][C:31]3[CH:36]=[CH:35][C:34]([NH:37][C:38](=[O:40])[CH3:39])=[CH:33][CH:32]=3)=[C:26]([NH2:41])[CH:25]=2)=[CH:18][CH:17]=1.[CH2:43](O)[CH3:44]. (2) Given the product [S:25]1[CH:29]=[CH:28][C:27]2[CH:30]=[C:31]([C:2]3[N:7]4[N:8]=[C:9]([CH3:11])[CH:10]=[C:6]4[N:5]=[C:4]([NH:12][C:13](=[O:24])[C:14]4[CH:19]=[CH:18][C:17]([C:20]([OH:23])([CH3:22])[CH3:21])=[CH:16][CH:15]=4)[CH:3]=3)[CH:32]=[CH:33][C:26]1=2, predict the reactants needed to synthesize it. The reactants are: Cl[C:2]1[N:7]2[N:8]=[C:9]([CH3:11])[CH:10]=[C:6]2[N:5]=[C:4]([NH:12][C:13](=[O:24])[C:14]2[CH:19]=[CH:18][C:17]([C:20]([OH:23])([CH3:22])[CH3:21])=[CH:16][CH:15]=2)[CH:3]=1.[S:25]1[CH:29]=[CH:28][C:27]2[CH:30]=[C:31](B(O)O)[CH:32]=[CH:33][C:26]1=2.O1CCOCC1. (3) Given the product [F:5][C:6]1[C:13]([F:14])=[CH:12][CH:11]=[CH:10][C:7]=1[CH:8]=[CH:1][C:2](=[O:3])[CH:4]=[CH:8][C:7]1[CH:10]=[CH:11][CH:12]=[C:13]([F:14])[C:6]=1[F:5], predict the reactants needed to synthesize it. The reactants are: [CH3:1][C:2]([CH3:4])=[O:3].[F:5][C:6]1[C:13]([F:14])=[CH:12][CH:11]=[CH:10][C:7]=1[CH:8]=O.[OH-].[Na+]. (4) Given the product [CH3:1][O:2][C:3]1[CH:8]=[CH:7][C:6]([C:9]2[S:10][CH:11]=[C:12]([CH:14]3[CH:18]=[CH:17][C:16](=[C:19]=[O:20])[O:15]3)[N:13]=2)=[CH:5][C:4]=1[O:23][CH2:24][CH2:25][CH3:26], predict the reactants needed to synthesize it. The reactants are: [CH3:1][O:2][C:3]1[CH:8]=[CH:7][C:6]([C:9]2[S:10][CH:11]=[C:12]([C:14]3[O:15][C:16]([C:19](OC)=[O:20])=[CH:17][CH:18]=3)[N:13]=2)=[CH:5][C:4]=1[O:23][CH2:24][CH2:25][CH3:26].O1CCOCC1.[OH-].[Na+]. (5) Given the product [C:1]([O:5][C:6](=[O:33])[NH:7][C@@H:8]([CH2:29][CH:30]([CH3:31])[CH3:32])[CH2:9][O:10][C:11]1[C:12]([Cl:41])=[CH:13][C:14]2[C:24]3[C:19](=[CH:20][N:21]=[CH:22][CH:23]=3)[CH:18]([C:25]([F:28])([F:26])[F:27])[O:17][C:15]=2[CH:16]=1)([CH3:4])([CH3:3])[CH3:2], predict the reactants needed to synthesize it. The reactants are: [C:1]([O:5][C:6](=[O:33])[NH:7][C@@H:8]([CH2:29][CH:30]([CH3:32])[CH3:31])[CH2:9][O:10][C:11]1[CH:12]=[CH:13][C:14]2[C:24]3[C:19](=[CH:20][N:21]=[CH:22][CH:23]=3)[CH:18]([C:25]([F:28])([F:27])[F:26])[O:17][C:15]=2[CH:16]=1)([CH3:4])([CH3:3])[CH3:2].C1C(=O)N([Cl:41])C(=O)C1. (6) Given the product [F:1][C:2]1[CH:3]=[CH:4][C:5]([CH2:6][NH:7][C:8]([C:10]2[N:11]=[C:12]([C:19]([NH:22][C:23](=[O:32])[C:49]([N:48]([CH3:51])[CH3:47])=[O:50])([CH3:20])[CH3:21])[N:13]([CH3:18])[C:14](=[O:17])[C:15]=2[OH:16])=[O:9])=[CH:33][CH:34]=1, predict the reactants needed to synthesize it. The reactants are: [F:1][C:2]1[CH:34]=[CH:33][C:5]([CH2:6][NH:7][C:8]([C:10]2[N:11]=[C:12]([C:19]([NH:22][C:23](=[O:32])OCC3C=CC=CC=3)([CH3:21])[CH3:20])[N:13]([CH3:18])[C:14](=[O:17])[C:15]=2[OH:16])=[O:9])=[CH:4][CH:3]=1.C(OC1[C:49](=[O:50])[N:48]([CH3:51])[C:47](C(NC(OCC2C=CC=CC=2)=O)(C)C)=NC=1C(OC)=O)(=O)C1C=CC=CC=1.FC1C=CC(CN)=CC=1. (7) Given the product [CH3:5][O:6][C:7]([C:8]1[C:9]2[N:10]([C:1]([OH:2])=[N:19][N:18]=2)[C:11]([C:14]([F:17])([F:15])[F:16])=[CH:12][CH:13]=1)=[O:20], predict the reactants needed to synthesize it. The reactants are: [C:1](Cl)(Cl)=[O:2].[CH3:5][O:6][C:7](=[O:20])[C:8]1[CH:13]=[CH:12][C:11]([C:14]([F:17])([F:16])[F:15])=[N:10][C:9]=1[NH:18][NH2:19].